From a dataset of Full USPTO retrosynthesis dataset with 1.9M reactions from patents (1976-2016). Predict the reactants needed to synthesize the given product. (1) Given the product [CH2:1]([N:8]([CH2:19][C:20]1[CH:21]=[CH:22][C:23]([C:24]([NH:26][CH2:27][CH:28]2[CH2:32][CH2:33]2)=[O:25])=[CH:35][CH:36]=1)[S:9]([C:12]1[CH:17]=[CH:16][C:15]([Cl:18])=[CH:14][CH:13]=1)(=[O:10])=[O:11])[C:2]1[CH:3]=[CH:4][CH:5]=[CH:6][CH:7]=1, predict the reactants needed to synthesize it. The reactants are: [CH2:1]([N:8]([CH2:19][C:20]1[CH:36]=[CH:35][C:23]([C:24]([NH:26][CH2:27][C:28]2[CH:33]=[CH:32]C=C(Cl)C=2)=[O:25])=[CH:22][CH:21]=1)[S:9]([C:12]1[CH:17]=[CH:16][C:15]([Cl:18])=[CH:14][CH:13]=1)(=[O:11])=[O:10])[C:2]1[CH:7]=[CH:6][CH:5]=[CH:4][CH:3]=1.NCC1CC1. (2) Given the product [NH2:33][C:30]1[N:31]=[CH:32][C:27]([C:8]2[N:7]=[C:6]3[C:11]([N:12]=[C:13]([N:14]4[CH2:19][CH2:18][N:17]([C:62](=[O:63])[CH2:61][C@H:60]([OH:59])[CH3:65])[C@@H:16]([CH3:20])[CH2:15]4)[N:5]3[CH2:1][CH:2]([CH3:4])[CH3:3])=[C:10]([N:21]3[CH2:26][CH2:25][O:24][CH2:23][CH2:22]3)[N:9]=2)=[CH:28][N:29]=1, predict the reactants needed to synthesize it. The reactants are: [CH2:1]([N:5]1[C:13]([N:14]2[CH2:19][CH2:18][NH:17][C@@H:16]([CH3:20])[CH2:15]2)=[N:12][C:11]2[C:6]1=[N:7][C:8]([C:27]1[CH:28]=[N:29][C:30]([NH2:33])=[N:31][CH:32]=1)=[N:9][C:10]=2[N:21]1[CH2:26][CH2:25][O:24][CH2:23][CH2:22]1)[CH:2]([CH3:4])[CH3:3].C1(N=C=NC2CCCCC2)CCCCC1.ON1C2C=CC=CC=2N=N1.[OH:59][C@H:60]([CH3:65])[CH2:61][C:62](O)=[O:63]. (3) Given the product [F:25][C:2]1[N:11]=[C:10]([C:12]2[CH:17]=[CH:16][C:15]([CH:18]([CH3:20])[CH3:19])=[CH:14][CH:13]=2)[C:9]2[C:4](=[CH:5][C:6]([O:23][CH3:24])=[C:7]([O:21][CH3:22])[CH:8]=2)[N:3]=1, predict the reactants needed to synthesize it. The reactants are: Cl[C:2]1[N:11]=[C:10]([C:12]2[CH:17]=[CH:16][C:15]([CH:18]([CH3:20])[CH3:19])=[CH:14][CH:13]=2)[C:9]2[C:4](=[CH:5][C:6]([O:23][CH3:24])=[C:7]([O:21][CH3:22])[CH:8]=2)[N:3]=1.[F-:25].[K+]. (4) Given the product [CH3:38][O:37][C:34](=[O:36])[CH2:35][N:33]1[C:22](=[O:24])[CH:21]([NH:20][C:18]([O:17][C:13]([CH3:14])([CH3:15])[CH3:16])=[O:19])[CH2:25][NH:26][C:27]2[CH:32]=[CH:31][CH:30]=[CH:29][C:28]1=2, predict the reactants needed to synthesize it. The reactants are: Cl.CN(C)CCCN=C=NCC.[C:13]([O:17][C:18]([NH:20][CH:21]([CH2:25][NH:26][C:27]1[CH:32]=[CH:31][CH:30]=[CH:29][C:28]=1[NH2:33])[C:22]([OH:24])=O)=[O:19])([CH3:16])([CH3:15])[CH3:14].[C:34]([O:37][CH2:38]C)(=[O:36])[CH3:35].